This data is from Full USPTO retrosynthesis dataset with 1.9M reactions from patents (1976-2016). The task is: Predict the reactants needed to synthesize the given product. (1) The reactants are: C[N:2](C)[CH:3]=[CH:4][C:5]([C:7]1[CH:8]=[CH:9][C:10]([F:17])=[C:11]([CH:16]=1)[C:12]([O:14][CH3:15])=[O:13])=O.O.[NH2:20]N. Given the product [F:17][C:10]1[CH:9]=[CH:8][C:7]([C:5]2[CH:4]=[CH:3][NH:2][N:20]=2)=[CH:16][C:11]=1[C:12]([O:14][CH3:15])=[O:13], predict the reactants needed to synthesize it. (2) Given the product [CH2:10]([O:11][CH2:13][CH2:14][CH2:15][CH2:16][CH2:17][CH2:18][CH2:19][CH2:20][CH2:21][O:22][CH:23]1[CH2:28][CH2:27][CH2:26][CH2:25][O:24]1)[CH2:9][C:3]1[CH:8]=[CH:7][CH:6]=[CH:5][CH:4]=1, predict the reactants needed to synthesize it. The reactants are: [H-].[Na+].[C:3]1([CH2:9][CH2:10][OH:11])[CH:8]=[CH:7][CH:6]=[CH:5][CH:4]=1.Br[CH2:13][CH2:14][CH2:15][CH2:16][CH2:17][CH2:18][CH2:19][CH2:20][CH2:21][O:22][CH:23]1[CH2:28][CH2:27][CH2:26][CH2:25][O:24]1. (3) Given the product [F:12][C:13]1[CH:14]=[C:15]([N+:20]([O-:22])=[O:21])[CH:16]=[CH:17][C:18]=1[O:10][C:9]1[CH:8]=[CH:7][N:6]=[C:5]2[NH:11][C:2]([CH3:1])=[CH:3][C:4]=12, predict the reactants needed to synthesize it. The reactants are: [CH3:1][C:2]1[NH:11][C:5]2[N:6]=[CH:7][CH:8]=[C:9]([OH:10])[C:4]=2[CH:3]=1.[F:12][C:13]1[CH:14]=[C:15]([N+:20]([O-:22])=[O:21])[CH:16]=[CH:17][C:18]=1F.C(=O)([O-])[O-].[K+].[K+].